This data is from Reaction yield outcomes from USPTO patents with 853,638 reactions. The task is: Predict the reaction yield, written as a fraction of the theoretical maximum amount of product (1.0 means a 100% yield; for example, 0.34 means a 34% yield). (1) The reactants are [Cl-].O[NH3+:3].[C:4](=[O:7])([O-])[OH:5].[Na+].CS(C)=O.[F:13][C:14]1[CH:19]=[C:18]([CH2:20][C:21]2[C:22](=[O:45])[N:23]([C@H:33]3[CH2:38][CH2:37][C@H:36]([O:39][CH2:40][C:41]([OH:44])([CH3:43])[CH3:42])[CH2:35][CH2:34]3)[C:24]3[N:25]([N:30]=[CH:31][CH:32]=3)[C:26]=2[CH2:27][CH2:28][CH3:29])[CH:17]=[CH:16][C:15]=1[C:46]1[C:47]([C:52]#[N:53])=[CH:48][CH:49]=[CH:50][CH:51]=1. The catalyst is C(OCC)(=O)C. The product is [F:13][C:14]1[CH:19]=[C:18]([CH2:20][C:21]2[C:22](=[O:45])[N:23]([C@H:33]3[CH2:38][CH2:37][C@H:36]([O:39][CH2:40][C:41]([OH:44])([CH3:42])[CH3:43])[CH2:35][CH2:34]3)[C:24]3[N:25]([N:30]=[CH:31][CH:32]=3)[C:26]=2[CH2:27][CH2:28][CH3:29])[CH:17]=[CH:16][C:15]=1[C:46]1[CH:51]=[CH:50][CH:49]=[CH:48][C:47]=1[C:52]1[NH:3][C:4](=[O:7])[O:5][N:53]=1. The yield is 0.560. (2) The reactants are [Br:1][C:2]1[CH:3]=[C:4]2[C:8](=[CH:9][CH:10]=1)[NH:7][C:6](=[O:11])[C:5]2=O.[F:13][C:14]([F:23])([F:22])[C:15]1[CH:16]=[C:17]([CH:19]=[CH:20][CH:21]=1)[NH2:18].C(O)(=O)C. The catalyst is CO. The product is [Br:1][C:2]1[CH:3]=[C:4]2[C:8](=[CH:9][CH:10]=1)[NH:7][C:6](=[O:11])/[C:5]/2=[N:18]\[C:17]1[CH:19]=[CH:20][CH:21]=[C:15]([C:14]([F:13])([F:22])[F:23])[CH:16]=1. The yield is 0.400. (3) The reactants are COP([CH2:7][C:8](=[O:16])[C:9]([F:15])([F:14])[CH2:10][CH2:11][CH2:12][CH3:13])(=O)OC.O.[OH-].[Li+].[C:20]([O:23][C@@H:24]1[C@H:28]([CH2:29][CH2:30][CH2:31][CH2:32][CH2:33][CH2:34][C:35]([O:37][CH3:38])=[O:36])[C@@H:27]([CH:39]=O)[C@H:26]([O:41][CH:42]2[CH2:47][CH2:46][CH2:45][CH2:44][O:43]2)[CH2:25]1)(=[O:22])[CH3:21]. The catalyst is O1CCOCC1.O. The product is [C:20]([O:23][C@@H:24]1[C@H:28]([CH2:29][CH2:30][CH2:31][CH2:32][CH2:33][CH2:34][C:35]([O:37][CH3:38])=[O:36])[C@@H:27](/[CH:39]=[CH:7]/[C:8](=[O:16])[C:9]([F:14])([F:15])[CH2:10][CH2:11][CH2:12][CH3:13])[C@H:26]([O:41][CH:42]2[CH2:47][CH2:46][CH2:45][CH2:44][O:43]2)[CH2:25]1)(=[O:22])[CH3:21]. The yield is 0.559. (4) The reactants are [CH3:1][C@H:2]1[C:13](=[O:14])[O:12][CH2:11][C@@H:10]([C:15]2[CH:20]=[CH:19][CH:18]=[CH:17][CH:16]=2)[NH:9][C:8](=[O:21])[CH2:7][CH2:6][CH:5]=[CH:4][CH2:3]1.[OH2:22].C[N+]1([O-])CC[O:27]CC1. The catalyst is CC(O)(C)C.C1COCC1.O=[Os](=O)(=O)=O. The product is [OH:22][C@@H:5]1[C@@H:4]([OH:27])[CH2:3][C@@H:2]([CH3:1])[C:13](=[O:14])[O:12][CH2:11][C@@H:10]([C:15]2[CH:16]=[CH:17][CH:18]=[CH:19][CH:20]=2)[NH:9][C:8](=[O:21])[CH2:7][CH2:6]1. The yield is 0.680. (5) The reactants are [Li]CCCC.Br[C:7]1[CH:8]=[N:9][CH:10]=[CH:11][CH:12]=1.C([O:15][C:16]1[CH2:21][CH2:20][CH2:19][C:18](=O)[CH:17]=1)C.Cl. The catalyst is CCOCC. The product is [N:9]1[CH:10]=[CH:11][CH:12]=[C:7]([C:18]2[CH2:19][CH2:20][CH2:21][C:16](=[O:15])[CH:17]=2)[CH:8]=1. The yield is 0.660. (6) The reactants are Cl.[CH3:2][N:3]1[CH:7]=[C:6]([C:8]2[NH:26][C:11]3=[N:12][CH:13]=[CH:14][C:15]([C:16]4[CH:17]=[C:18]5[C:23](=[CH:24][CH:25]=4)[CH2:22][NH:21][CH2:20][CH2:19]5)=[C:10]3[N:9]=2)[CH:5]=[N:4]1.[C:27]([C:31]1[N:35]=[C:34]([C:36](O)=[O:37])[O:33][N:32]=1)([CH3:30])([CH3:29])[CH3:28].C(Cl)Cl.CCN(C(C)C)C(C)C.C(P1(=O)OP(=O)(CCC)OP(=O)(CCC)O1)CC. No catalyst specified. The product is [C:27]([C:31]1[N:35]=[C:34]([C:36]([N:21]2[CH2:20][CH2:19][C:18]3[C:23](=[CH:24][CH:25]=[C:16]([C:15]4[CH:14]=[CH:13][N:12]=[C:11]5[NH:26][C:8]([C:6]6[CH:5]=[N:4][N:3]([CH3:2])[CH:7]=6)=[N:9][C:10]=45)[CH:17]=3)[CH2:22]2)=[O:37])[O:33][N:32]=1)([CH3:30])([CH3:28])[CH3:29]. The yield is 0.267.